This data is from Full USPTO retrosynthesis dataset with 1.9M reactions from patents (1976-2016). The task is: Predict the reactants needed to synthesize the given product. Given the product [Cl:1][C:2]1[C:3]([C:23]2[O:22][CH:26]=[CH:25][CH:24]=2)=[C:4]2[C:9](=[CH:10][CH:11]=1)[O:8][CH:7]([C:12]([F:14])([F:13])[F:15])[C:6]([C:16]([OH:18])=[O:17])=[CH:5]2, predict the reactants needed to synthesize it. The reactants are: [Cl:1][C:2]1[C:3](I)=[C:4]2[C:9](=[CH:10][CH:11]=1)[O:8][CH:7]([C:12]([F:15])([F:14])[F:13])[C:6]([C:16]([O:18]CC)=[O:17])=[CH:5]2.[O:22]1[CH:26]=[CH:25][CH:24]=[C:23]1B(O)O.C(=O)([O-])[O-].[Na+].[Na+].CCOC(C)=O.